Dataset: Forward reaction prediction with 1.9M reactions from USPTO patents (1976-2016). Task: Predict the product of the given reaction. (1) The product is: [NH2:1][C:2]1[C:3]2[C:13]([O:14][CH2:15][CH:16]3[CH2:17][CH2:18][CH2:19][CH2:20]3)=[CH:12][C:11]([CH2:21][CH2:22][NH:23][S:25]([CH3:24])(=[O:27])=[O:26])=[CH:10][C:4]=2[S:5][C:6]=1[C:7]([NH2:9])=[O:8]. Given the reactants [NH2:1][C:2]1[C:3]2[C:13]([O:14][CH2:15][CH:16]3[CH2:20][CH2:19][CH2:18][CH2:17]3)=[CH:12][C:11]([CH2:21][CH2:22][NH2:23])=[CH:10][C:4]=2[S:5][C:6]=1[C:7]([NH2:9])=[O:8].[CH3:24][S:25](Cl)(=[O:27])=[O:26], predict the reaction product. (2) Given the reactants [S:1]1[C:5]2[CH:6]=[CH:7][C:8]([CH2:10][CH2:11][O:12][CH2:13][CH2:14][C:15]([OH:17])=O)=[CH:9][C:4]=2[CH:3]=[CH:2]1.S(Cl)(Cl)=O.[OH:22][CH:23]1[CH2:26][NH:25][CH2:24]1.[OH-].[Na+], predict the reaction product. The product is: [S:1]1[C:5]2[CH:6]=[CH:7][C:8]([CH2:10][CH2:11][O:12][CH2:13][CH2:14][C:15]([N:25]3[CH2:26][CH:23]([OH:22])[CH2:24]3)=[O:17])=[CH:9][C:4]=2[CH:3]=[CH:2]1.